This data is from Reaction yield outcomes from USPTO patents with 853,638 reactions. The task is: Predict the reaction yield, written as a fraction of the theoretical maximum amount of product (1.0 means a 100% yield; for example, 0.34 means a 34% yield). (1) The reactants are [NH2:1][C:2]1[CH:22]=[CH:21][C:5]([O:6][C:7]2[CH:12]=[CH:11][N:10]=[C:9]([NH:13]CC3C=CC=CC=3)[CH:8]=2)=[C:4]([F:23])[CH:3]=1.[H][H]. The catalyst is C(O)=O.CO.[OH-].[OH-].[Pd+2]. The product is [NH2:1][C:2]1[CH:22]=[CH:21][C:5]([O:6][C:7]2[CH:12]=[CH:11][N:10]=[C:9]([NH2:13])[CH:8]=2)=[C:4]([F:23])[CH:3]=1. The yield is 0.260. (2) The reactants are C(Cl)(=O)C(Cl)=O.[CH3:7][C:8]1[CH:9]=[C:10]([NH:14][C:15]2[S:16][C:17]([C:26]([OH:28])=O)=[C:18]([C:20]3[CH:25]=[CH:24][N:23]=[CH:22][CH:21]=3)[N:19]=2)[CH:11]=[CH:12][CH:13]=1.[N:29]1([CH2:35][CH2:36][CH2:37][NH2:38])[CH2:34][CH2:33][O:32][CH2:31][CH2:30]1. The catalyst is CN(C=O)C.C(Cl)Cl. The product is [CH3:7][C:8]1[CH:9]=[C:10]([NH:14][C:15]2[S:16][C:17]([C:26]([NH:38][CH2:37][CH2:36][CH2:35][N:29]3[CH2:34][CH2:33][O:32][CH2:31][CH2:30]3)=[O:28])=[C:18]([C:20]3[CH:21]=[CH:22][N:23]=[CH:24][CH:25]=3)[N:19]=2)[CH:11]=[CH:12][CH:13]=1. The yield is 0.210. (3) The reactants are [CH3:1][O:2][C:3]1[CH:11]=[CH:10][C:6]([C:7]([NH2:9])=[S:8])=[CH:5][CH:4]=1.C(N(CC)CC)C.Br[CH2:20][C:21](=O)[C:22]([O:24][CH2:25][CH3:26])=[O:23]. The catalyst is C(O)C. The product is [CH2:25]([O:24][C:22]([C:21]1[N:9]=[C:7]([C:6]2[CH:10]=[CH:11][C:3]([O:2][CH3:1])=[CH:4][CH:5]=2)[S:8][CH:20]=1)=[O:23])[CH3:26]. The yield is 0.480. (4) The reactants are [NH2:1][C:2]1[CH:3]=[C:4]([OH:9])[CH:5]=[CH:6][C:7]=1[F:8].CC(C)([O-])C.[K+].Cl[C:17]1[CH:22]=[CH:21][N:20]=[C:19]([S:23][CH3:24])[N:18]=1. The catalyst is CC(N(C)C)=O.O. The product is [F:8][C:7]1[CH:6]=[CH:5][C:4]([O:9][C:17]2[CH:22]=[CH:21][N:20]=[C:19]([S:23][CH3:24])[N:18]=2)=[CH:3][C:2]=1[NH2:1]. The yield is 0.850. (5) The reactants are CC1(C)C(C)(C)OB([C:9]2[CH:10]=[C:11]3[C:16](=[CH:17][CH:18]=2)[CH:15]=[C:14]([C:19]2[CH:20]=[CH:21][C:22]4[N:26]=[C:25]([C@@H:27]5[CH2:32][C@@H:31]6[C@@H:29]([CH2:30]6)[N:28]5[C:33]([O:35][C:36]([CH3:39])([CH3:38])[CH3:37])=[O:34])[NH:24][C:23]=4[CH:40]=2)[CH:13]=[CH:12]3)O1.I[C:43]1[NH:47][C:46]([C@@H:48]2[CH2:53][C@@H:52]3[C@@H:50]([CH2:51]3)[N:49]2[C:54](=[O:64])[C@@H:55]([NH:59][C:60](=[O:63])[O:61][CH3:62])[CH:56]([CH3:58])[CH3:57])=[N:45][CH:44]=1.C1(P(C2CCCCC2)C2C=CC=CC=2C2C(OC)=CC=CC=2OC)CCCCC1.C(=O)([O-])[O-].[Cs+].[Cs+]. The catalyst is C1COCC1.O.CCOC(C)=O.C([O-])(=O)C.[Pd+2].C([O-])(=O)C.CO.C(Cl)Cl. The product is [CH3:62][O:61][C:60]([NH:59][C@@H:55]([CH:56]([CH3:58])[CH3:57])[C:54]([N:49]1[C@H:48]([C:46]2[NH:47][C:43]([C:9]3[CH:10]=[C:11]4[C:16](=[CH:17][CH:18]=3)[CH:15]=[C:14]([C:19]3[CH:20]=[CH:21][C:22]5[N:26]=[C:25]([C@@H:27]6[CH2:32][C@@H:31]7[C@@H:29]([CH2:30]7)[N:28]6[C:33]([O:35][C:36]([CH3:38])([CH3:37])[CH3:39])=[O:34])[NH:24][C:23]=5[CH:40]=3)[CH:13]=[CH:12]4)=[CH:44][N:45]=2)[CH2:53][C@@H:52]2[C@H:50]1[CH2:51]2)=[O:64])=[O:63]. The yield is 0.390. (6) The reactants are [N+:1]([C:4]1[CH:9]=[CH:8][C:7]([C:10]2[S:11][CH:12]=[CH:13][CH:14]=2)=[CH:6][C:5]=1[NH:15][C:16](=[O:25])[O:17][CH2:18][CH:19]1[CH2:24][CH2:23][CH2:22][CH2:21][CH2:20]1)([O-])=O.C([O-])=O.[NH4+]. The catalyst is CO.C1COCC1.[Zn]. The product is [NH2:1][C:4]1[CH:9]=[CH:8][C:7]([C:10]2[S:11][CH:12]=[CH:13][CH:14]=2)=[CH:6][C:5]=1[NH:15][C:16](=[O:25])[O:17][CH2:18][CH:19]1[CH2:20][CH2:21][CH2:22][CH2:23][CH2:24]1. The yield is 1.00. (7) The reactants are Br[C:2]1[C:3]2[N:4]([CH:8]=[C:9]([C:11]3[CH:16]=[CH:15][C:14]([CH2:17][C@H:18]([NH:22][C:23](=[O:36])[C:24]4[CH:29]=[CH:28][C:27]([O:30][CH:31]([CH3:33])[CH3:32])=[C:26]([C:34]#[N:35])[CH:25]=4)[CH2:19][CH2:20][OH:21])=[CH:13][CH:12]=3)[N:10]=2)[CH:5]=[CH:6][CH:7]=1.[CH3:37][C:38]1[C:42](B(O)O)=[C:41]([CH3:46])[O:40][N:39]=1.C([O-])([O-])=O.[K+].[K+]. The catalyst is CN(C=O)C. The product is [C:34]([C:26]1[CH:25]=[C:24]([CH:29]=[CH:28][C:27]=1[O:30][CH:31]([CH3:32])[CH3:33])[C:23]([NH:22][C@@H:18]([CH2:17][C:14]1[CH:15]=[CH:16][C:11]([C:9]2[N:10]=[C:3]3[C:2]([C:42]4[C:38]([CH3:37])=[N:39][O:40][C:41]=4[CH3:46])=[CH:7][CH:6]=[CH:5][N:4]3[CH:8]=2)=[CH:12][CH:13]=1)[CH2:19][CH2:20][OH:21])=[O:36])#[N:35]. The yield is 0.220.